Predict the product of the given reaction. From a dataset of Forward reaction prediction with 1.9M reactions from USPTO patents (1976-2016). (1) Given the reactants [C:1]([O:5][C:6](=[O:15])[NH:7][CH2:8][C:9]([CH3:14])([CH3:13])[CH2:10][NH:11][CH3:12])([CH3:4])([CH3:3])[CH3:2].CCN(C(C)C)C(C)C.[C:25]([O:35]N1C(=O)CCC1=O)([O:27][CH2:28][C:29]1[CH:34]=[CH:33][CH:32]=[CH:31][CH:30]=1)=O, predict the reaction product. The product is: [CH2:28]([O:27][C:25](=[O:35])[N:11]([CH2:10][C:9]([CH3:14])([CH3:13])[CH2:8][NH:7][C:6]([O:5][C:1]([CH3:4])([CH3:3])[CH3:2])=[O:15])[CH3:12])[C:29]1[CH:30]=[CH:31][CH:32]=[CH:33][CH:34]=1. (2) Given the reactants FC(F)(F)S(O[C:7]1[C:23]([O:24][CH3:25])=[CH:22][C:10]2[NH:11][C:12](=[O:21])[C:13]3[CH:19]=[CH:18][C:17]([Cl:20])=[CH:16][C:14]=3[NH:15][C:9]=2[CH:8]=1)(=O)=O.[CH:28]([N:30]1[CH2:34][CH2:33][CH2:32][C:31]1=[O:35])=[CH2:29].C(N(CC)CC)C, predict the reaction product. The product is: [Cl:20][C:17]1[CH:18]=[CH:19][C:13]2[C:12](=[O:21])[NH:11][C:10]3[CH:22]=[C:23]([O:24][CH3:25])[C:7]([C:28]([N:30]4[CH2:34][CH2:33][CH2:32][C:31]4=[O:35])=[CH2:29])=[CH:8][C:9]=3[NH:15][C:14]=2[CH:16]=1.